This data is from Full USPTO retrosynthesis dataset with 1.9M reactions from patents (1976-2016). The task is: Predict the reactants needed to synthesize the given product. (1) Given the product [NH2:16][C:14]1[CH:13]=[CH:12][C:9]([C:10]#[N:11])=[C:8]([O:7][CH2:6][O:5][CH2:4][CH2:3][O:2][CH3:1])[CH:15]=1, predict the reactants needed to synthesize it. The reactants are: [CH3:1][O:2][CH2:3][CH2:4][O:5][CH2:6][O:7][C:8]1[CH:15]=[C:14]([N+:16]([O-])=O)[CH:13]=[CH:12][C:9]=1[C:10]#[N:11]. (2) The reactants are: [CH3:1][O:2][C:3](=[O:18])[C@@H:4]([NH:10][C:11](OC(C)(C)C)=O)[CH2:5]OCC=C.[CH3:19][N+:20]1([O-])[CH2:25][CH2:24][O:23][CH2:22][CH2:21]1.I([O-])(=O)(=O)=O.[Na+].[OH2:33].[C:34]1([CH3:44])[CH:39]=CC(S(O)(=O)=O)=C[CH:35]=1.C1[CH2:49][O:48]CC1.[OH2:50]. Given the product [C:34]([O:33][C:19]([N:20]1[C@H:25]([CH2:11][NH:10][C@H:4]([C:3]([O:2][CH3:1])=[O:18])[CH3:5])[CH2:24][O:23][CH2:22][C@@H:21]1[O:48][CH3:49])=[O:50])([CH3:44])([CH3:39])[CH3:35], predict the reactants needed to synthesize it. (3) Given the product [N+:20]([C:23]1[CH:31]=[C:30]([N+:32]([O-:34])=[O:33])[CH:29]=[CH:28][C:24]=1[C:25]([NH:1][CH2:2][C:3]([O:5][CH2:6][C:7]1[CH:12]=[CH:11][CH:10]=[CH:9][CH:8]=1)=[O:4])=[O:26])([O-:22])=[O:21], predict the reactants needed to synthesize it. The reactants are: [NH2:1][CH2:2][C:3]([O:5][CH2:6][C:7]1[CH:12]=[CH:11][CH:10]=[CH:9][CH:8]=1)=[O:4].C(N(CC)CC)C.[N+:20]([C:23]1[CH:31]=[C:30]([N+:32]([O-:34])=[O:33])[CH:29]=[CH:28][C:24]=1[C:25](Cl)=[O:26])([O-:22])=[O:21].[N+](C1C=C([N+]([O-])=O)C=CC=1C(O)=O)([O-])=O.O=S(Cl)Cl.